Binary Classification. Given a miRNA mature sequence and a target amino acid sequence, predict their likelihood of interaction. From a dataset of Experimentally validated miRNA-target interactions with 360,000+ pairs, plus equal number of negative samples. (1) The miRNA is mmu-miR-7036a-3p with sequence CCGUCCUCAUCCGCUCCUCCCAG. The protein sequence of the target gene is MTGVFDRRVPSIRSGDFQAPFPTSAAMHHPSQESPTLPESSATDSDYYSPAGAAPHGYCSPTSASYGKALNPYQYQYHGVNGSAAGYPAKAYADYGYASPYHQYGGAYNRVPSATSQPEKEVAEPEVRMVNGKPKKVRKPRTIYSSFQLAALQRRFQKTQYLALPERAELAASLGLTQTQVKIWFQNKRSKIKKIMKNGEMPPEHSPSSSDPMACNSPQSPAVWEPQGSSRSLSHHPHAHPPTSNQSPASSYLENSASWYPSAASSINSHLPPPGSLQHPLALASGTLY. Result: 0 (no interaction). (2) The miRNA is hsa-miR-6828-5p with sequence AGGAAGCAAGAGAACCCUGUGG. The protein sequence of the target gene is MGAAAVRWHLYLLLALGARGRLVGGSGLPGAVDVDECSEGTDDCHIDAICQNTPKSYKCLCKPGYKGEGRQCEDIDECENDYYNGGCVHDCINIPGNYRCTCFDGFMLAHDGHNCLDVDECQDNNGGCQQICVNAMGSYECQCHSGFFLSDNQHTCIHRSNEGMNCMNKDHGCAHICRETPKGGVACDCRPGFDLAQNQKDCTLTCNYGNGGCQHSCEDTDTGPMCGCHQKYALHADGRTCIEKDEAAIERSQFNATSVADVDKRVKRRLLMETCAVNNGGCDRTCKDTATGVRCSCPVG.... Result: 0 (no interaction).